This data is from TCR-epitope binding with 47,182 pairs between 192 epitopes and 23,139 TCRs. The task is: Binary Classification. Given a T-cell receptor sequence (or CDR3 region) and an epitope sequence, predict whether binding occurs between them. (1) The epitope is KLWAQCVQL. The TCR CDR3 sequence is CASSKIITPERNSPLHF. Result: 1 (the TCR binds to the epitope). (2) The epitope is FLYNLLTRV. The TCR CDR3 sequence is CASSLAPLNEQFF. Result: 0 (the TCR does not bind to the epitope). (3) The epitope is LEPLVDLPI. The TCR CDR3 sequence is CASSPTGTAMNTEAFF. Result: 1 (the TCR binds to the epitope). (4) The epitope is ILHCANFNV. The TCR CDR3 sequence is CASSLGGYEQFF. Result: 1 (the TCR binds to the epitope). (5) Result: 0 (the TCR does not bind to the epitope). The epitope is SEISMDNSPNL. The TCR CDR3 sequence is CSVEQALMREQYF. (6) The epitope is NYSGVVTTVMF. The TCR CDR3 sequence is CASSYDVGKAIDPLQETQYF. Result: 1 (the TCR binds to the epitope). (7) The epitope is SSTFNVPMEKLK. The TCR CDR3 sequence is CATSAWDTSNTGELFF. Result: 0 (the TCR does not bind to the epitope). (8) The epitope is RLRAEAQVK. The TCR CDR3 sequence is CASSLAGFQETQYF. Result: 1 (the TCR binds to the epitope).